From a dataset of Forward reaction prediction with 1.9M reactions from USPTO patents (1976-2016). Predict the product of the given reaction. The product is: [Cl:19][C:16]1[CH:17]=[CH:18][C:13]([NH:12][C:4]2[N:3]=[C:2]([N:22]3[C:21]([CH3:20])=[CH:25][C:24]([CH3:26])=[N:23]3)[N:10]=[C:9]3[C:5]=2[N:6]([CH3:11])[CH:7]=[N:8]3)=[CH:14][CH:15]=1. Given the reactants Cl[C:2]1[N:10]=[C:9]2[C:5]([N:6]([CH3:11])[CH:7]=[N:8]2)=[C:4]([NH:12][C:13]2[CH:18]=[CH:17][C:16]([Cl:19])=[CH:15][CH:14]=2)[N:3]=1.[CH3:20][C:21]1[CH:25]=[C:24]([CH3:26])[NH:23][N:22]=1, predict the reaction product.